From a dataset of Forward reaction prediction with 1.9M reactions from USPTO patents (1976-2016). Predict the product of the given reaction. Given the reactants [CH:1]([C:4]1[CH:9]=[CH:8][C:7]([NH:10][CH2:11][C:12]2[CH:17]=[CH:16][C:15]([CH:18]([CH3:20])[CH3:19])=[CH:14][CH:13]=2)=[CH:6][CH:5]=1)([CH3:3])[CH3:2].[CH:21]([C:24]1[CH:29]=[CH:28][CH:27]=[C:26]([CH:30]([CH3:32])[CH3:31])[C:25]=1[N:33]=[C:34]=[O:35])([CH3:23])[CH3:22], predict the reaction product. The product is: [CH:21]([C:24]1[CH:29]=[CH:28][CH:27]=[C:26]([CH:30]([CH3:31])[CH3:32])[C:25]=1[NH:33][C:34](=[O:35])[N:10]([C:7]1[CH:8]=[CH:9][C:4]([CH:1]([CH3:3])[CH3:2])=[CH:5][CH:6]=1)[CH2:11][C:12]1[CH:13]=[CH:14][C:15]([CH:18]([CH3:20])[CH3:19])=[CH:16][CH:17]=1)([CH3:22])[CH3:23].